Dataset: Peptide-MHC class II binding affinity with 134,281 pairs from IEDB. Task: Regression. Given a peptide amino acid sequence and an MHC pseudo amino acid sequence, predict their binding affinity value. This is MHC class II binding data. (1) The peptide sequence is AAATAGTTVYGAFAA. The MHC is DRB1_1302 with pseudo-sequence DRB1_1302. The binding affinity (normalized) is 0.144. (2) The peptide sequence is QPYVLSVASLTSAGQ. The MHC is HLA-DQA10101-DQB10501 with pseudo-sequence HLA-DQA10101-DQB10501. The binding affinity (normalized) is 0.280. (3) The peptide sequence is ANWIEIMRIKKLTIT. The MHC is DRB1_0401 with pseudo-sequence DRB1_0401. The binding affinity (normalized) is 0.344. (4) The peptide sequence is AFKVAATAANMAPAN. The MHC is HLA-DPA10201-DPB11401 with pseudo-sequence HLA-DPA10201-DPB11401. The binding affinity (normalized) is 0.740. (5) The peptide sequence is QASPDLLRGLLSTFI. The MHC is HLA-DPA10103-DPB10301 with pseudo-sequence HLA-DPA10103-DPB10301. The binding affinity (normalized) is 0.141. (6) The peptide sequence is EVIPTAFSIGKTYKP. The MHC is DRB1_0802 with pseudo-sequence DRB1_0802. The binding affinity (normalized) is 0.306.